This data is from Reaction yield outcomes from USPTO patents with 853,638 reactions. The task is: Predict the reaction yield, written as a fraction of the theoretical maximum amount of product (1.0 means a 100% yield; for example, 0.34 means a 34% yield). (1) The reactants are C(O)(=O)C(O)=O.[Cl:7][C:8]1[CH:9]=[C:10]([CH:15]2[CH2:19][CH2:18][NH:17][CH2:16]2)[CH:11]=[C:12]([Cl:14])[CH:13]=1. The catalyst is [OH-].[Na+]. The product is [Cl:7][C:8]1[CH:9]=[C:10]([C@H:15]2[CH2:19][CH2:18][NH:17][CH2:16]2)[CH:11]=[C:12]([Cl:14])[CH:13]=1. The yield is 0.980. (2) The reactants are [Br:1][C:2]1[CH:3]=[C:4]([C:12](=[O:14])[CH3:13])[CH:5]=[CH:6][C:7]=1[C:8]([OH:11])([CH3:10])[CH3:9].Cl[CH2:16][O:17][CH2:18][CH3:19].CCN(C(C)C)C(C)C.O. The catalyst is C(Cl)Cl. The product is [Br:1][C:2]1[CH:3]=[C:4]([C:12](=[O:14])[CH3:13])[CH:5]=[CH:6][C:7]=1[C:8]([O:11][CH2:16][O:17][CH2:18][CH3:19])([CH3:10])[CH3:9]. The yield is 0.900. (3) The yield is 0.330. The reactants are [NH2:1][C:2]([CH3:6])([CH3:5])[CH2:3][OH:4].[C:7]1(=O)[O:12][C:10](=[O:11])[C:9]2=[CH:13][CH:14]=[CH:15][CH:16]=[C:8]12. The product is [OH:4][CH2:3][C:2]([N:1]1[C:10](=[O:11])[C:9]2[C:8](=[CH:16][CH:15]=[CH:14][CH:13]=2)[C:7]1=[O:12])([CH3:6])[CH3:5]. No catalyst specified.